From a dataset of Orexin1 receptor HTS with 218,158 compounds and 233 confirmed actives. Binary Classification. Given a drug SMILES string, predict its activity (active/inactive) in a high-throughput screening assay against a specified biological target. (1) The drug is O=C(N1C(Cc2c1cccc2)C)C(=O)c1c2c(n(c1C)C)cccc2. The result is 0 (inactive). (2) The result is 0 (inactive). The molecule is S(=O)(=O)(c1cc2c(N(C(=O)C3CC3)CC2)cc1)CCC(=O)NC1CCC(CC1)C. (3) The compound is O=c1[nH]c2c(cc1C(N(Cc1ccccc1)CC)c1n(nnn1)CCOC)ccc(c2)C. The result is 0 (inactive). (4) The result is 0 (inactive). The drug is S1C(N(c2ccc(cc2)C)CC(=O)N)C(=O)N(C1=O)C. (5) The drug is Brc1c(n(nc1)C)C(=O)Nc1c(F)cc(F)cc1. The result is 0 (inactive). (6) The compound is O=C(N(CC)CC)C1(C(C1)CN)c1ccccc1. The result is 0 (inactive). (7) The drug is o1c(C(=O)NCCc2n(c3c(n2)cc(NC(=O)c2c(cccc2)C)cc3)C)ccc1. The result is 0 (inactive).